Dataset: Reaction yield outcomes from USPTO patents with 853,638 reactions. Task: Predict the reaction yield, written as a fraction of the theoretical maximum amount of product (1.0 means a 100% yield; for example, 0.34 means a 34% yield). (1) The reactants are [Br:1][C:2]1[C:3](Cl)=[N:4][CH:5]=[C:6]([S:8]([N:11]2[CH2:16][CH2:15][N:14]([CH2:17][CH3:18])[CH2:13][CH2:12]2)(=[O:10])=[O:9])[CH:7]=1.[O-:20][CH2:21][CH3:22].[Na+]. The catalyst is C(O)C. The product is [Br:1][C:2]1[C:3]([O:20][CH2:21][CH3:22])=[N:4][CH:5]=[C:6]([S:8]([N:11]2[CH2:16][CH2:15][N:14]([CH2:17][CH3:18])[CH2:13][CH2:12]2)(=[O:10])=[O:9])[CH:7]=1. The yield is 0.950. (2) The reactants are N12CCCN=C1CCCCC2.CO[C:14](=[O:32])[C:15]1[CH:20]=[CH:19][CH:18]=[C:17]([CH2:21][NH:22][C:23]([O:25][CH2:26][CH3:27])=[O:24])[C:16]=1[C:28]([O:30]C)=O.Cl.[NH2:34][CH:35]1[CH2:41][CH2:40][C:39](=[O:42])[NH:38][C:36]1=[O:37].O. The catalyst is CN(C=O)C. The product is [CH2:26]([O:25][C:23](=[O:24])[NH:22][CH2:21][C:17]1[CH:18]=[CH:19][CH:20]=[C:15]2[C:16]=1[C:28](=[O:30])[N:34]([CH:35]1[CH2:41][CH2:40][C:39](=[O:42])[NH:38][C:36]1=[O:37])[C:14]2=[O:32])[CH3:27]. The yield is 0.450. (3) The reactants are [CH2:1]([N:4]([CH2:15][CH:16]=[CH2:17])[S:5]([C:8]1[CH:13]=[CH:12][C:11]([CH3:14])=[CH:10][CH:9]=1)(=[O:7])=[O:6])C=C.CCCCCCCCCCCCCCCC. The catalyst is C1(C)C=CC=CC=1.C(OCC)(=O)C. The product is [S:5]([N:4]1[CH2:1][CH:17]=[CH:16][CH2:15]1)([C:8]1[CH:9]=[CH:10][C:11]([CH3:14])=[CH:12][CH:13]=1)(=[O:6])=[O:7]. The yield is 0.120. (4) The reactants are [CH3:1][O:2][C:3]1[CH:8]=[CH:7][C:6]([N+:9]([O-:11])=[O:10])=[CH:5][C:4]=1[OH:12].Cl.Cl[CH2:15][CH2:16][N:17]([CH3:19])[CH3:18].[H-].[Na+].N#N. The catalyst is CN(C)C=O. The product is [CH3:1][O:2][C:3]1[CH:8]=[CH:7][C:6]([N+:9]([O-:11])=[O:10])=[CH:5][C:4]=1[O:12][CH2:15][CH2:16][N:17]([CH3:19])[CH3:18]. The yield is 0.650. (5) The reactants are C(O[C:6]([N:8]1[CH2:12][CH:11]([CH2:13][O:14][CH3:15])[CH2:10][CH:9]1[C:16]1[NH:17][C:18]([C:21]2[CH:26]=[CH:25][C:24]([Br:27])=[CH:23][CH:22]=2)=[CH:19][N:20]=1)=[O:7])(C)(C)C.Cl.[CH3:29][O:30][C:31]([NH:33][CH:34]([CH:38]([CH3:40])[CH3:39])C(O)=O)=[O:32].CN(C(ON1N=NC2C=CC=NC1=2)=[N+](C)C)C.F[P-](F)(F)(F)(F)F.C(N(CC)CC)C. The catalyst is C(Cl)Cl.CN(C=O)C.CCOC(C)=O. The product is [CH3:29][O:30][C:31](=[O:32])[NH:33][CH:34]([C:6]([N:8]1[CH2:12][CH:11]([CH2:13][O:14][CH3:15])[CH2:10][CH:9]1[C:16]1[NH:17][C:18]([C:21]2[CH:22]=[CH:23][C:24]([Br:27])=[CH:25][CH:26]=2)=[CH:19][N:20]=1)=[O:7])[CH:38]([CH3:40])[CH3:39]. The yield is 0.980. (6) The reactants are [OH:1][CH:2]1[O:10][C@H:9]([CH2:11][OH:12])[C@@H:7](O)[C@H:5]([OH:6])[C@@H:3]1O.[C:13]([O:16][C:17](=[O:19])[CH3:18])(=[O:15])[CH3:14]. The catalyst is N1C=CC=CC=1. The product is [C:13]([O:16][CH:17]1[O:19][C@H:7]([CH2:5][O:6][C:11](=[O:12])[CH3:9])[C@@H:9]([O:10][C:2](=[O:1])[CH3:3])[C@H:11]([O:12][C:5](=[O:6])[CH3:7])[C@@H:18]1[O:10][C:2](=[O:1])[CH3:3])(=[O:15])[CH3:14]. The yield is 0.967. (7) The product is [Br:1][CH2:2][CH2:3][O:4][CH:6]1[CH2:7][CH2:8][CH2:9][CH2:10][O:5]1. The reactants are [Br:1][CH2:2][CH2:3][OH:4].[O:5]1[CH:10]=[CH:9][CH2:8][CH2:7][CH2:6]1.CC1C=CC(S(O)(=O)=O)=CC=1. The yield is 0.900. The catalyst is C(Cl)Cl.O. (8) The reactants are [NH2:1][C:2]1[CH:3]=[CH:4][C:5]([O:12][CH2:13][C:14]2[CH:19]=[CH:18][C:17]([CH:20]([CH3:22])[CH3:21])=[CH:16][CH:15]=2)=[C:6]([C:8](=[O:11])[CH2:9][CH3:10])[CH:7]=1.[CH3:23][O:24][C:25]1[CH:26]=[C:27]([N:33]=[C:34]=[O:35])[CH:28]=[CH:29][C:30]=1[O:31][CH3:32]. The catalyst is C1COCC1. The product is [CH3:23][O:24][C:25]1[CH:26]=[C:27]([NH:33][C:34]([NH:1][C:2]2[CH:3]=[CH:4][C:5]([O:12][CH2:13][C:14]3[CH:15]=[CH:16][C:17]([CH:20]([CH3:21])[CH3:22])=[CH:18][CH:19]=3)=[C:6]([C:8](=[O:11])[CH2:9][CH3:10])[CH:7]=2)=[O:35])[CH:28]=[CH:29][C:30]=1[O:31][CH3:32]. The yield is 0.898. (9) The reactants are [Br:1][C:2]1[CH:3]=[CH:4][C:5]2[S:9](=[O:11])(=[O:10])[N:8]([CH2:12][C:13]([N:15]3[CH2:20][CH2:19][O:18][CH2:17][CH2:16]3)=O)[CH:7]([CH3:21])[C:6]=2[CH:22]=1.B.C1COCC1. The catalyst is C1COCC1. The product is [Br:1][C:2]1[CH:3]=[CH:4][C:5]2[S:9](=[O:10])(=[O:11])[N:8]([CH2:12][CH2:13][N:15]3[CH2:16][CH2:17][O:18][CH2:19][CH2:20]3)[CH:7]([CH3:21])[C:6]=2[CH:22]=1. The yield is 0.960.